This data is from Catalyst prediction with 721,799 reactions and 888 catalyst types from USPTO. The task is: Predict which catalyst facilitates the given reaction. (1) Reactant: C(OC([NH:8][C@@H:9]([CH3:12])[CH2:10][OH:11])=O)(C)(C)C.O[C:14]1[CH:23]=[CH:22][C:17]([C:18]([O:20][CH3:21])=[O:19])=[CH:16][CH:15]=1.C1C=CC(P(C2C=CC=CC=2)C2C=CC=CC=2)=CC=1.N(C(OC(C)C)=O)=NC(OC(C)C)=O. Product: [NH2:8][C@@H:9]([CH3:12])[CH2:10][O:11][C:14]1[CH:23]=[CH:22][C:17]([C:18]([O:20][CH3:21])=[O:19])=[CH:16][CH:15]=1. The catalyst class is: 1. (2) Reactant: [N:1]([CH2:4][CH2:5][CH3:6])=[C:2]=[O:3].[OH:7][C:8]1[C:15]([CH3:16])=[CH:14][C:11]([CH:12]=[O:13])=[CH:10][C:9]=1[CH3:17].C(=O)([O-])[O-].[K+].[K+]. The catalyst class is: 7. Product: [CH2:4]([NH:1][C:2](=[O:3])[O:7][C:8]1[C:9]([CH3:17])=[CH:10][C:11]([CH:12]=[O:13])=[CH:14][C:15]=1[CH3:16])[CH2:5][CH3:6]. (3) Reactant: Br[C:2]1[CH:7]=[CH:6][CH:5]=[CH:4][N:3]=1.[C:8]1([CH2:14][NH:15][CH2:16][CH2:17][NH2:18])[CH:13]=[CH:12][CH:11]=[CH:10][CH:9]=1. Product: [C:8]1([CH2:14][NH:15][CH2:16][CH2:17][NH:18][C:2]2[CH:7]=[CH:6][CH:5]=[CH:4][N:3]=2)[CH:13]=[CH:12][CH:11]=[CH:10][CH:9]=1. The catalyst class is: 84. (4) Reactant: [Br:1][C:2]1[C:7]([C:8]([OH:10])=[O:9])=[C:6]([F:11])[C:5]([F:12])=[CH:4][CH:3]=1.CI.[C:15](=O)([O-])[O-].[K+].[K+].O. Product: [Br:1][C:2]1[C:7]([C:8]([O:10][CH3:15])=[O:9])=[C:6]([F:11])[C:5]([F:12])=[CH:4][CH:3]=1. The catalyst class is: 9. (5) Reactant: [NH2:1][C:2]1[N:6]([CH3:7])[C:5](=[O:8])[C:4]([C:15]2[CH:20]=[CH:19][C:18]([F:21])=[C:17](Br)[CH:16]=2)([C:9]2[CH:14]=[CH:13][CH:12]=[CH:11][CH:10]=2)[N:3]=1.[CH3:23][S:24]([O:27][C:28]1[CH:33]=[C:32](B2OC(C)(C)C(C)(C)O2)[CH:31]=[C:30]([O:43][CH3:44])[CH:29]=1)(=[O:26])=[O:25].C(=O)([O-])[O-].[K+].[K+]. Product: [CH3:23][S:24]([O:27][C:28]1[CH:33]=[C:32]([C:17]2[CH:16]=[C:15]([C:4]3([C:9]4[CH:14]=[CH:13][CH:12]=[CH:11][CH:10]=4)[C:5](=[O:8])[N:6]([CH3:7])[C:2]([NH2:1])=[N:3]3)[CH:20]=[CH:19][C:18]=2[F:21])[CH:31]=[C:30]([O:43][CH3:44])[CH:29]=1)(=[O:26])=[O:25]. The catalyst class is: 30. (6) Reactant: Br[CH2:2][CH2:3][CH2:4][CH2:5][CH2:6][N:7]1[C:11]2[CH:12]=[CH:13][CH:14]=[CH:15][C:10]=2[N:9]([C:16]2[CH:21]=[CH:20][C:19]([F:22])=[CH:18][C:17]=2[F:23])[S:8]1(=[O:25])=[O:24].[NH4+:26]. Product: [F:23][C:17]1[CH:18]=[C:19]([F:22])[CH:20]=[CH:21][C:16]=1[N:9]1[C:10]2[CH:15]=[CH:14][CH:13]=[CH:12][C:11]=2[N:7]([CH2:6][CH2:5][CH2:4][CH2:3][CH2:2][NH2:26])[S:8]1(=[O:25])=[O:24]. The catalyst class is: 5. (7) Reactant: C(N(CC)CC)C.[NH2:8][C:9]1[CH:10]=[N:11][C:12]2[C:17]([C:18]=1[NH:19][CH2:20][CH2:21][CH2:22][NH:23][C:24](=[O:30])[O:25][C:26]([CH3:29])([CH3:28])[CH3:27])=[CH:16][CH:15]=[CH:14][CH:13]=2.[Cl:31][CH2:32][C:33](Cl)=O. Product: [Cl:31][CH2:32][C:33]1[N:19]([CH2:20][CH2:21][CH2:22][NH:23][C:24](=[O:30])[O:25][C:26]([CH3:27])([CH3:29])[CH3:28])[C:18]2[C:17]3[CH:16]=[CH:15][CH:14]=[CH:13][C:12]=3[N:11]=[CH:10][C:9]=2[N:8]=1. The catalyst class is: 4. (8) Reactant: [C:1]([C:3]1[CH:4]=[C:5]([C:13]2[O:17][N:16]=[C:15]([C:18]3[CH:27]=[CH:26][CH:25]=[C:24]4[C:19]=3[CH2:20][CH2:21][CH2:22][C@H:23]4[NH:28][S:29]([CH2:32][C:33]([O:35]C)=[O:34])(=[O:31])=[O:30])[N:14]=2)[CH:6]=[CH:7][C:8]=1[O:9][CH:10]([CH3:12])[CH3:11])#[N:2].[OH-].[Na+].Cl. Product: [C:1]([C:3]1[CH:4]=[C:5]([C:13]2[O:17][N:16]=[C:15]([C:18]3[CH:27]=[CH:26][CH:25]=[C:24]4[C:19]=3[CH2:20][CH2:21][CH2:22][C@H:23]4[NH:28][S:29]([CH2:32][C:33]([OH:35])=[O:34])(=[O:30])=[O:31])[N:14]=2)[CH:6]=[CH:7][C:8]=1[O:9][CH:10]([CH3:12])[CH3:11])#[N:2]. The catalyst class is: 24.